Dataset: Peptide-MHC class I binding affinity with 185,985 pairs from IEDB/IMGT. Task: Regression. Given a peptide amino acid sequence and an MHC pseudo amino acid sequence, predict their binding affinity value. This is MHC class I binding data. (1) The peptide sequence is YRIMTRGLL. The MHC is HLA-A80:01 with pseudo-sequence HLA-A80:01. The binding affinity (normalized) is 0.0847. (2) The peptide sequence is RMLTPINEE. The MHC is HLA-A02:01 with pseudo-sequence HLA-A02:01. The binding affinity (normalized) is 0. (3) The peptide sequence is DWSGYSGSF. The MHC is HLA-B39:01 with pseudo-sequence HLA-B39:01. The binding affinity (normalized) is 0.0847. (4) The peptide sequence is VWINNSWKF. The MHC is HLA-A23:01 with pseudo-sequence HLA-A23:01. The binding affinity (normalized) is 0.923. (5) The peptide sequence is AFGLFWLVW. The MHC is HLA-B08:01 with pseudo-sequence HLA-B08:01. The binding affinity (normalized) is 0.0847. (6) The peptide sequence is AEMKTDAATLA. The MHC is HLA-A26:01 with pseudo-sequence HLA-A26:01. The binding affinity (normalized) is 0.